Task: Predict the reactants needed to synthesize the given product.. Dataset: Full USPTO retrosynthesis dataset with 1.9M reactions from patents (1976-2016) (1) Given the product [Si:21]([O:38][C:39]1[CH:58]=[CH:57][C:42]([CH2:43][CH:44]2[CH2:48][CH2:47][N:46]([CH:49]3[CH2:54][CH2:53][C:52]([OH:55])([CH3:1])[CH2:51][CH2:50]3)[C:45]2=[O:56])=[C:41]([Cl:59])[CH:40]=1)([C:34]([CH3:37])([CH3:36])[CH3:35])([C:22]1[CH:23]=[CH:24][CH:25]=[CH:26][CH:27]=1)[C:28]1[CH:33]=[CH:32][CH:31]=[CH:30][CH:29]=1, predict the reactants needed to synthesize it. The reactants are: [C:1](C1C=C(C)C=C(C(C)(C)C)C=1O)(C)(C)C.C[Al](C)C.[Si:21]([O:38][C:39]1[CH:58]=[CH:57][C:42]([CH2:43][CH:44]2[CH2:48][CH2:47][N:46]([CH:49]3[CH2:54][CH2:53][C:52](=[O:55])[CH2:51][CH2:50]3)[C:45]2=[O:56])=[C:41]([Cl:59])[CH:40]=1)([C:34]([CH3:37])([CH3:36])[CH3:35])([C:28]1[CH:33]=[CH:32][CH:31]=[CH:30][CH:29]=1)[C:22]1[CH:27]=[CH:26][CH:25]=[CH:24][CH:23]=1.C[Li].Cl. (2) Given the product [N:29]1([C:33]2[N:34]([C:16]3[N:15]=[C:14]4[C:19]([N:20]=[C:12]([CH2:11][N:8]5[CH2:9][CH2:10][N:5]([C:1]([CH3:2])([CH3:3])[CH3:4])[CH2:6][CH2:7]5)[N:13]4[CH3:28])=[C:18]([N:21]4[CH2:26][CH2:25][O:24][CH2:23][CH2:22]4)[N:17]=3)[C:35]3[CH:41]=[CH:40][CH:39]=[CH:38][C:36]=3[N:37]=2)[CH2:32][CH2:31][CH2:30]1, predict the reactants needed to synthesize it. The reactants are: [C:1]([N:5]1[CH2:10][CH2:9][N:8]([CH2:11][C:12]2[N:13]([CH3:28])[C:14]3[C:19]([N:20]=2)=[C:18]([N:21]2[CH2:26][CH2:25][O:24][CH2:23][CH2:22]2)[N:17]=[C:16](Cl)[N:15]=3)[CH2:7][CH2:6]1)([CH3:4])([CH3:3])[CH3:2].[N:29]1([C:33]2[NH:37][C:36]3[CH:38]=[CH:39][CH:40]=[CH:41][C:35]=3[N:34]=2)[CH2:32][CH2:31][CH2:30]1. (3) Given the product [NH2:1][C:4]1[C:5]([O:10][C:11]2[CH:12]=[C:13]([CH:16]=[CH:17][CH:18]=2)[C:14]#[N:15])=[N:6][CH:7]=[CH:8][CH:9]=1, predict the reactants needed to synthesize it. The reactants are: [N+:1]([C:4]1[C:5]([O:10][C:11]2[CH:12]=[C:13]([CH:16]=[CH:17][CH:18]=2)[C:14]#[N:15])=[N:6][CH:7]=[CH:8][CH:9]=1)([O-])=O.[Cl-].[NH4+]. (4) Given the product [Cl:5][CH2:4][CH2:3][CH2:2][O:6][C:7]1[CH:8]=[CH:9][C:10]([N+:15]([O-:17])=[O:16])=[C:11]([CH:14]=1)[CH:12]=[O:13], predict the reactants needed to synthesize it. The reactants are: Br[CH2:2][CH2:3][CH2:4][Cl:5].[OH:6][C:7]1[CH:8]=[CH:9][C:10]([N+:15]([O-:17])=[O:16])=[C:11]([CH:14]=1)[CH:12]=[O:13].C(=O)([O-])[O-].[K+].[K+]. (5) Given the product [Cl:10][C:11]1[CH:12]=[C:13]([N:18]2[C:22]([C:23]3[CH:24]=[N:25][CH:26]=[C:27]([F:29])[CH:28]=3)=[CH:21][C:20]([C:30]([N:34]3[CH2:38][C:37](=[O:56])[NH:36][CH2:35]3)=[O:32])=[N:19]2)[CH:14]=[CH:15][C:16]=1[F:17], predict the reactants needed to synthesize it. The reactants are: C(N(CC)C(C)C)(C)C.[Cl:10][C:11]1[CH:12]=[C:13]([N:18]2[C:22]([C:23]3[CH:24]=[N:25][CH:26]=[C:27]([F:29])[CH:28]=3)=[CH:21][C:20]([C:30]([OH:32])=O)=[N:19]2)[CH:14]=[CH:15][C:16]=1[F:17].Cl.[NH:34]1[CH:38]=[CH:37][NH:36][C:35]1=O.C1CN([P+]([O:56]N2N=NC3C=CC=CC2=3)(N2CCCC2)N2CCCC2)CC1.F[P-](F)(F)(F)(F)F. (6) Given the product [F:8][C:9]([F:31])([C:12]([F:29])([F:30])[C:13]([F:27])([F:28])[C:14]([F:25])([F:26])[C:15]([F:23])([F:24])[C:16]([F:22])([F:21])[C:17]([F:20])([F:19])[F:18])[CH2:10][O:11][CH2:2][C:3]1([CH3:7])[CH2:6][O:5][CH2:4]1, predict the reactants needed to synthesize it. The reactants are: Br[CH2:2][C:3]1([CH3:7])[CH2:6][O:5][CH2:4]1.[F:8][C:9]([F:31])([C:12]([F:30])([F:29])[C:13]([F:28])([F:27])[C:14]([F:26])([F:25])[C:15]([F:24])([F:23])[C:16]([F:22])([F:21])[C:17]([F:20])([F:19])[F:18])[CH2:10][OH:11].[OH-].[K+]. (7) Given the product [CH2:36]([O:35][C:5]([CH3:34])([CH2:6][C:7]1[CH:8]=[CH:9][C:10]([O:13][CH2:14][CH2:15][CH:16]2[CH2:20][N:19]([CH2:21][C:22]3[CH:27]=[CH:26][CH:25]=[C:24]([C:28]([F:31])([F:29])[F:30])[CH:23]=3)[C:18](=[O:32])[N:17]2[CH3:33])=[CH:11][CH:12]=1)[C:4]([OH:40])=[O:3])[CH2:37][CH2:38][CH3:39], predict the reactants needed to synthesize it. The reactants are: C([O:3][C:4](=[O:40])[C:5]([O:35][CH2:36][CH2:37][CH2:38][CH3:39])([CH3:34])[CH2:6][C:7]1[CH:12]=[CH:11][C:10]([O:13][CH2:14][CH2:15][CH:16]2[CH2:20][N:19]([CH2:21][C:22]3[CH:27]=[CH:26][CH:25]=[C:24]([C:28]([F:31])([F:30])[F:29])[CH:23]=3)[C:18](=[O:32])[N:17]2[CH3:33])=[CH:9][CH:8]=1)C.[OH-].[Na+].